Dataset: Catalyst prediction with 721,799 reactions and 888 catalyst types from USPTO. Task: Predict which catalyst facilitates the given reaction. (1) Reactant: [CH:1]1[C:17]2[C:4]([CH:5]=[CH:6][C:7]3[C:16]=2[CH:15]=[C:14]2[C:9](=[CH:10][CH2:11][C:12](=[O:18])[CH2:13]2)[CH:8]=3)=[N:3][N:2]=1.[C:19](OC(=O)C)(=[O:21])[CH3:20]. Product: [C:19]([N:2]1[CH:1]=[C:17]2[C:4]([CH:5]=[CH:6][C:7]3[CH:8]=[C:9]4[C:14](=[CH:15][C:16]=32)[CH2:13][C:12](=[O:18])[CH:11]=[CH:10]4)=[N:3]1)(=[O:21])[CH3:20]. The catalyst class is: 15. (2) Reactant: [C:1]([NH:4][NH:5][C:6](=O)[CH2:7][CH2:8][C:9]1[N:10]=[C:11]([NH:14][C:15]2[C:20]([O:21][C:22]3[CH:27]=[CH:26][CH:25]=[CH:24][CH:23]=3)=[CH:19][C:18]([Br:28])=[CH:17][N:16]=2)[S:12][CH:13]=1)(=[O:3])[CH3:2].O=P(Cl)(Cl)Cl. Product: [Br:28][C:18]1[CH:19]=[C:20]([O:21][C:22]2[CH:27]=[CH:26][CH:25]=[CH:24][CH:23]=2)[C:15]([NH:14][C:11]2[S:12][CH:13]=[C:9]([CH2:8][CH2:7][C:6]3[O:3][C:1]([CH3:2])=[N:4][N:5]=3)[N:10]=2)=[N:16][CH:17]=1. The catalyst class is: 10. (3) Reactant: CC(C)([O-])C.[K+].[Br:7][C:8]1[CH:13]=[C:12]([F:14])[CH:11]=[CH:10][C:9]=1[C:15]1([CH2:28][OH:29])[CH2:20][CH2:19][N:18]([C:21]([O:23][C:24]([CH3:27])([CH3:26])[CH3:25])=[O:22])[CH2:17][CH2:16]1.Br[CH2:31][C:32]1[CH:33]=[C:34]([C:42]2[CH:47]=[CH:46][C:45]([C:48]#[N:49])=[CH:44][CH:43]=2)[CH:35]=[C:36]([C:38]([F:41])([F:40])[F:39])[CH:37]=1. Product: [Br:7][C:8]1[CH:13]=[C:12]([F:14])[CH:11]=[CH:10][C:9]=1[C:15]1([CH2:28][O:29][CH2:31][C:32]2[CH:33]=[C:34]([C:42]3[CH:47]=[CH:46][C:45]([C:48]#[N:49])=[CH:44][CH:43]=3)[CH:35]=[C:36]([C:38]([F:39])([F:40])[F:41])[CH:37]=2)[CH2:20][CH2:19][N:18]([C:21]([O:23][C:24]([CH3:25])([CH3:26])[CH3:27])=[O:22])[CH2:17][CH2:16]1. The catalyst class is: 1. (4) Reactant: C([S@@]([NH:7][C@@H:8]([C:10]1[CH:22]=[CH:21][C:13]([C:14]([O:16][C:17]([CH3:20])([CH3:19])[CH3:18])=[O:15])=[CH:12][CH:11]=1)[CH3:9])=O)(C)(C)C.[ClH:23]. Product: [ClH:23].[C:17]([O:16][C:14](=[O:15])[C:13]1[CH:12]=[CH:11][C:10]([C@H:8]([NH2:7])[CH3:9])=[CH:22][CH:21]=1)([CH3:19])([CH3:18])[CH3:20]. The catalyst class is: 5. (5) Reactant: Cl.C(O[C@H](C)C([N:13]1[C:21]2[C:16](=[CH:17][CH:18]=[CH:19][CH:20]=2)[CH2:15][CH:14]1[CH:22]([CH3:24])[CH3:23])=O)C1C=CC=CC=1. Product: [CH:22]([CH:14]1[CH2:15][C:16]2[C:21](=[CH:20][CH:19]=[CH:18][CH:17]=2)[NH:13]1)([CH3:24])[CH3:23]. The catalyst class is: 8.